The task is: Predict the product of the given reaction.. This data is from Forward reaction prediction with 1.9M reactions from USPTO patents (1976-2016). (1) Given the reactants [S:1]1[C:5]([C:6]2[CH:7]=[CH:8][C:9]3[O:15][CH2:14][CH2:13][N:12](C(OC(C)(C)C)=O)[CH2:11][C:10]=3[CH:23]=2)=[CH:4][N:3]=[CH:2]1.Cl, predict the reaction product. The product is: [S:1]1[C:5]([C:6]2[CH:7]=[CH:8][C:9]3[O:15][CH2:14][CH2:13][NH:12][CH2:11][C:10]=3[CH:23]=2)=[CH:4][N:3]=[CH:2]1. (2) Given the reactants Br[C:2]1[CH:10]=[CH:9][CH:8]=[C:7]2[C:3]=1[C:4]1([C:24]3[C:15](=[CH:16][C:17]4[O:22][CH2:21][CH2:20][O:19][C:18]=4[CH:23]=3)[O:14][CH2:13]1)[C:5](=[O:12])[N:6]2[CH3:11].[OH:25][C:26]1[CH:31]=[CH:30][CH:29]=[CH:28][N:27]=1.C(=O)([O-])[O-].[K+].[K+].OC1C=CC=C2C=1N=CC=C2, predict the reaction product. The product is: [CH3:11][N:6]1[C:7]2[C:3](=[C:2]([N:27]3[CH:28]=[CH:29][CH:30]=[CH:31][C:26]3=[O:25])[CH:10]=[CH:9][CH:8]=2)[C:4]2([C:24]3[C:15](=[CH:16][C:17]4[O:22][CH2:21][CH2:20][O:19][C:18]=4[CH:23]=3)[O:14][CH2:13]2)[C:5]1=[O:12].